From a dataset of Aqueous solubility values for 9,982 compounds from the AqSolDB database. Regression/Classification. Given a drug SMILES string, predict its absorption, distribution, metabolism, or excretion properties. Task type varies by dataset: regression for continuous measurements (e.g., permeability, clearance, half-life) or binary classification for categorical outcomes (e.g., BBB penetration, CYP inhibition). For this dataset (solubility_aqsoldb), we predict Y. The drug is CCN(CC)CCSCCN(CC)CC. The Y is -2.37 log mol/L.